Regression. Given a peptide amino acid sequence and an MHC pseudo amino acid sequence, predict their binding affinity value. This is MHC class II binding data. From a dataset of Peptide-MHC class II binding affinity with 134,281 pairs from IEDB. (1) The peptide sequence is LKRMAVSGDDCVVRP. The MHC is DRB1_0801 with pseudo-sequence DRB1_0801. The binding affinity (normalized) is 0.481. (2) The MHC is DRB1_0405 with pseudo-sequence DRB1_0405. The binding affinity (normalized) is 0.449. The peptide sequence is MENRWQVMIVWQVDR.